From a dataset of Peptide-MHC class II binding affinity with 134,281 pairs from IEDB. Regression. Given a peptide amino acid sequence and an MHC pseudo amino acid sequence, predict their binding affinity value. This is MHC class II binding data. (1) The peptide sequence is YLGLLSQRTRDIYIS. The MHC is DRB1_0401 with pseudo-sequence DRB1_0401. The binding affinity (normalized) is 0.585. (2) The peptide sequence is TGVMRGNHYAFVGVM. The MHC is DRB4_0103 with pseudo-sequence DRB4_0103. The binding affinity (normalized) is 0.808. (3) The peptide sequence is NYSKFWYLEHAKTGE. The MHC is DRB1_0101 with pseudo-sequence DRB1_0101. The binding affinity (normalized) is 0.544.